Dataset: Forward reaction prediction with 1.9M reactions from USPTO patents (1976-2016). Task: Predict the product of the given reaction. Given the reactants [NH:1]1[CH2:6][CH2:5][C:4](=[O:7])[CH2:3][CH2:2]1.Cl[CH2:9][CH2:10][CH2:11][CH2:12][CH2:13][O:14][CH2:15][CH2:16][CH3:17], predict the reaction product. The product is: [CH2:15]([O:14][CH2:13][CH2:12][CH2:11][CH2:10][CH2:9][N:1]1[CH2:6][CH2:5][C:4](=[O:7])[CH2:3][CH2:2]1)[CH2:16][CH3:17].